Dataset: Forward reaction prediction with 1.9M reactions from USPTO patents (1976-2016). Task: Predict the product of the given reaction. (1) The product is: [CH3:20][O:19][C:16]1[CH:17]=[CH:18][C:13]([CH2:12][N:6]2[C:5](=[O:21])[CH:4]3[NH:9][C:8](=[O:10])[CH:7]2[S:11][S:3]3)=[CH:14][CH:15]=1. Given the reactants II.[SH:3][CH:4]1[NH:9][C:8](=[O:10])[CH:7]([SH:11])[N:6]([CH2:12][C:13]2[CH:18]=[CH:17][C:16]([O:19][CH3:20])=[CH:15][CH:14]=2)[C:5]1=[O:21], predict the reaction product. (2) Given the reactants [Li+].C[Si]([N-][Si](C)(C)C)(C)C.[C:11]([O:15][C:16]([N:18]1[CH2:22][CH2:21][CH2:20][C:19]1=[O:23])=[O:17])([CH3:14])([CH3:13])[CH3:12].[CH3:24][C:25]1[CH:32]=[CH:31][C:28]([CH2:29]Br)=[CH:27][CH:26]=1.C1C[O:36]CC1, predict the reaction product. The product is: [C:11]([O:15][C:16]([NH:18][CH2:22][CH2:21][CH:20]([CH2:24][C:25]1[CH:32]=[CH:31][C:28]([CH3:29])=[CH:27][CH:26]=1)[C:19]([OH:23])=[O:36])=[O:17])([CH3:14])([CH3:13])[CH3:12]. (3) Given the reactants Br[C:2]1[C:3]([C:27]#[N:28])=[CH:4][C:5]([F:26])=[C:6]([NH:8][C@H:9]([CH2:13][C:14]2[CH:19]=[CH:18][C:17]([C:20]3[CH:25]=[CH:24][N:23]=[CH:22][CH:21]=3)=[CH:16][CH:15]=2)[C:10]([NH2:12])=[O:11])[CH:7]=1.Cl.[NH2:30][C:31]1[S:35][N:34]=[C:33]([CH3:36])[CH:32]=1.C([O-])([O-])=O.[K+].[K+].C1C=CC(P(C2C(C3C(P(C4C=CC=CC=4)C4C=CC=CC=4)=CC=C4C=3C=CC=C4)=C3C(C=CC=C3)=CC=2)C2C=CC=CC=2)=CC=1, predict the reaction product. The product is: [C:27]([C:3]1[C:2]([NH:30][C:31]2[S:35][N:34]=[C:33]([CH3:36])[CH:32]=2)=[CH:7][C:6]([NH:8][C@H:9]([CH2:13][C:14]2[CH:19]=[CH:18][C:17]([C:20]3[CH:25]=[CH:24][N:23]=[CH:22][CH:21]=3)=[CH:16][CH:15]=2)[C:10]([NH2:12])=[O:11])=[C:5]([F:26])[CH:4]=1)#[N:28]. (4) The product is: [C:1]([O:5][C:6](=[O:15])[NH:7][C@H:8]1[CH2:11][C@@H:10]([NH2:12])[CH2:9]1)([CH3:4])([CH3:2])[CH3:3]. Given the reactants [C:1]([O:5][C:6](=[O:15])[NH:7][C@H:8]1[CH2:11][C@@H:10]([N:12]=[N+]=[N-])[CH2:9]1)([CH3:4])([CH3:3])[CH3:2], predict the reaction product. (5) Given the reactants [Br:1]Br.[N:3]1[CH:8]=[CH:7][C:6]([C:9](=[O:11])[CH3:10])=[CH:5][CH:4]=1.[BrH:12].C(O)(=O)C, predict the reaction product. The product is: [BrH:1].[Br:12][CH2:10][C:9]([C:6]1[CH:7]=[CH:8][N:3]=[CH:4][CH:5]=1)=[O:11].